From a dataset of Forward reaction prediction with 1.9M reactions from USPTO patents (1976-2016). Predict the product of the given reaction. (1) Given the reactants [CH2:1]([O:8][C@@H:9]1[C@@H:24]([OH:25])[C@@H:23]([OH:26])[C@@H:12]2[O:13][CH:14]([C:17]3[CH:22]=[CH:21][CH:20]=[CH:19][CH:18]=3)[O:15][CH2:16][C@H:11]2[O:10]1)[C:2]1[CH:7]=[CH:6][CH:5]=[CH:4][CH:3]=1.N1C=NCC=1.[C:32]([Si:36](Cl)([CH3:38])[CH3:37])([CH3:35])([CH3:34])[CH3:33], predict the reaction product. The product is: [CH2:1]([O:8][C@H:9]1[O:10][C@H:11]2[C@@H:12]([O:13][C@H:14]([C:17]3[CH:22]=[CH:21][CH:20]=[CH:19][CH:18]=3)[O:15][CH2:16]2)[C@H:23]([O:26][Si:36]([C:32]([CH3:35])([CH3:34])[CH3:33])([CH3:38])[CH3:37])[C@@H:24]1[OH:25])[C:2]1[CH:3]=[CH:4][CH:5]=[CH:6][CH:7]=1. (2) Given the reactants [OH:1][C:2]1[C:3]([CH3:11])=[C:4]([CH:8]=[CH:9][CH:10]=1)[C:5]([OH:7])=[O:6].S(=O)(=O)(O)O.[CH2:17](O)[CH3:18], predict the reaction product. The product is: [OH:1][C:2]1[C:3]([CH3:11])=[C:4]([CH:8]=[CH:9][CH:10]=1)[C:5]([O:7][CH2:17][CH3:18])=[O:6]. (3) Given the reactants C[Si](C)(C)[C:3]#[C:4][C@@H:5]1[C@@H:10]([O:11][CH2:12][C:13]2[CH:18]=[CH:17][CH:16]=[CH:15][CH:14]=2)[C@@H:9]([O:19][CH2:20][C:21]2[CH:26]=[CH:25][CH:24]=[CH:23][CH:22]=2)[C@H:8]([O:27][CH2:28][C:29]2[CH:34]=[CH:33][CH:32]=[CH:31][CH:30]=2)[C@@H:7]([CH2:35][O:36][CH2:37][C:38]2[CH:43]=[CH:42][CH:41]=[CH:40][CH:39]=2)[O:6]1.[C:46]([O:49][C@@H:50]1[C@H:55]([O:56][C:57](=[O:59])[CH3:58])[C@@H:54]([N:60]=[N+:61]=[N-:62])[O:53][C@@H:52]([CH2:63][O:64][C:65](=[O:67])[CH3:66])[C@H:51]1CC([O-])=O)(=[O:48])[CH3:47].[O:72]=[C:73]1[O:79][C@H]([C@H](CO)O)C([O-])=[C:74]1O.[Na+], predict the reaction product. The product is: [C:65]([O:64][CH2:63][C@@H:52]1[C@@H:51]([O:79][C:73](=[O:72])[CH3:74])[C@H:50]([O:49][C:46](=[O:48])[CH3:47])[C@H:55]([O:56][C:57](=[O:59])[CH3:58])[C@@H:54]([N:60]2[CH:3]=[C:4]([C@@H:5]3[C@@H:10]([O:11][CH2:12][C:13]4[CH:18]=[CH:17][CH:16]=[CH:15][CH:14]=4)[C@@H:9]([O:19][CH2:20][C:21]4[CH:26]=[CH:25][CH:24]=[CH:23][CH:22]=4)[C@H:8]([O:27][CH2:28][C:29]4[CH:34]=[CH:33][CH:32]=[CH:31][CH:30]=4)[C@@H:7]([CH2:35][O:36][CH2:37][C:38]4[CH:43]=[CH:42][CH:41]=[CH:40][CH:39]=4)[O:6]3)[N:62]=[N:61]2)[O:53]1)(=[O:67])[CH3:66]. (4) Given the reactants [H-].[Al+3].[Li+].[H-].[H-].[H-].[O:7]([CH2:14][C:15]1[S:16][C:17]2[C:18](=O)[N:19]([CH2:25][C:26]3[CH:31]=[CH:30][CH:29]=[CH:28][CH:27]=3)[CH2:20][CH2:21][CH2:22][C:23]=2[N:24]=1)[C:8]1[CH:13]=[CH:12][CH:11]=[CH:10][CH:9]=1, predict the reaction product. The product is: [O:7]([CH2:14][C:15]1[S:16][C:17]2[CH2:18][N:19]([CH2:25][C:26]3[CH:31]=[CH:30][CH:29]=[CH:28][CH:27]=3)[CH2:20][CH2:21][CH2:22][C:23]=2[N:24]=1)[C:8]1[CH:13]=[CH:12][CH:11]=[CH:10][CH:9]=1.